Dataset: Full USPTO retrosynthesis dataset with 1.9M reactions from patents (1976-2016). Task: Predict the reactants needed to synthesize the given product. (1) Given the product [Br:32][C:33]1[CH:39]=[C:38]([F:40])[C:36]([NH:37][C:9]2[C:13]3[CH:14]=[N:15][CH:16]=[CH:17][C:12]=3[O:11][C:10]=2[C:18]([O:20][CH2:21][CH3:22])=[O:19])=[C:35]([F:41])[CH:34]=1, predict the reactants needed to synthesize it. The reactants are: FC(F)(C(F)(F)F)C(F)(F)C(F)(F)S(O[C:9]1[C:13]2[CH:14]=[N:15][CH:16]=[CH:17][C:12]=2[O:11][C:10]=1[C:18]([O:20][CH2:21][CH3:22])=[O:19])(=O)=O.[Br:32][C:33]1[CH:39]=[C:38]([F:40])[C:36]([NH2:37])=[C:35]([F:41])[CH:34]=1.CC1(C)C2C(=C(P(C3C=CC=CC=3)C3C=CC=CC=3)C=CC=2)OC2C(P(C3C=CC=CC=3)C3C=CC=CC=3)=CC=CC1=2.C1CCN2C(=NCCC2)CC1. (2) Given the product [F:19][C:20]1[CH:28]=[CH:27][C:23]([C:24]([N:15]2[CH2:16][CH2:17][CH2:18][C@H:13]([C:10]3[N:9]=[C:8]([C:5]4[NH:6][CH:7]=[C:3]([F:2])[CH:4]=4)[O:12][N:11]=3)[CH2:14]2)=[O:25])=[CH:22][CH:21]=1, predict the reactants needed to synthesize it. The reactants are: Cl.[F:2][C:3]1[CH:4]=[C:5]([C:8]2[O:12][N:11]=[C:10]([C@H:13]3[CH2:18][CH2:17][CH2:16][NH:15][CH2:14]3)[N:9]=2)[NH:6][CH:7]=1.[F:19][C:20]1[CH:28]=[CH:27][C:23]([C:24](Cl)=[O:25])=[CH:22][CH:21]=1.